Dataset: Catalyst prediction with 721,799 reactions and 888 catalyst types from USPTO. Task: Predict which catalyst facilitates the given reaction. (1) Reactant: [CH2:1]([O:8][C:9]1[CH:10]=[C:11]([CH:14]=[CH:15][C:16]=1[O:17][CH2:18][C:19]1[CH:24]=[CH:23][CH:22]=[CH:21][CH:20]=1)[CH2:12][NH2:13])[C:2]1[CH:7]=[CH:6][CH:5]=[CH:4][CH:3]=1.[C:25](Cl)(=[O:31])[CH2:26][CH2:27][C:28](Cl)=[O:29]. Product: [CH2:1]([O:8][C:9]1[CH:10]=[C:11]([CH:14]=[CH:15][C:16]=1[O:17][CH2:18][C:19]1[CH:24]=[CH:23][CH:22]=[CH:21][CH:20]=1)[CH2:12][NH:13][C:25](=[O:31])[CH2:26][CH2:27][C:28]([NH:13][CH2:12][C:11]1[CH:14]=[CH:15][C:16]([O:17][CH2:18][C:19]2[CH:24]=[CH:23][CH:22]=[CH:21][CH:20]=2)=[C:9]([O:8][CH2:1][C:2]2[CH:3]=[CH:4][CH:5]=[CH:6][CH:7]=2)[CH:10]=1)=[O:29])[C:2]1[CH:3]=[CH:4][CH:5]=[CH:6][CH:7]=1. The catalyst class is: 529. (2) Reactant: [CH3:1][C:2]1[CH:7]=[CH:6][C:5]([O:8][CH3:9])=[C:4]([N+:10]([O-:12])=[O:11])[CH:3]=1.[Br:13]N1C(=O)CCC1=O.C(OOC(=O)C1C=CC=CC=1)(=O)C1C=CC=CC=1.O. Product: [CH3:9][O:8][C:5]1[CH:6]=[CH:7][C:2]([CH2:1][Br:13])=[CH:3][C:4]=1[N+:10]([O-:12])=[O:11]. The catalyst class is: 53. (3) Reactant: [Br:1][C:2]1[CH:3]=[C:4]([CH2:10][C:11]([OH:13])=[O:12])[CH:5]=[CH:6][C:7]=1[O:8][CH3:9].[CH3:14][CH2:15]O. Product: [CH2:14]([O:12][C:11](=[O:13])[CH2:10][C:4]1[CH:5]=[CH:6][C:7]([O:8][CH3:9])=[C:2]([Br:1])[CH:3]=1)[CH3:15]. The catalyst class is: 33. (4) Reactant: Cl.C([N:9]1[CH2:17][C@H:16]2[C@H:11]([CH2:12][C:13]3[CH:21]=[CH:20][CH:19]=[CH:18][C:14]=3[CH2:15]2)[CH2:10]1)C1C=CC=CC=1.Cl.O1CCOCC1.[H][H]. Product: [CH2:10]1[C@H:11]2[C@H:16]([CH2:15][C:14]3[CH:18]=[CH:19][CH:20]=[CH:21][C:13]=3[CH2:12]2)[CH2:17][NH:9]1. The catalyst class is: 421. (5) Reactant: [CH3:1][C:2]1[CH:7]=[C:6]([C:8]([N:10]2[C:16]3[CH:17]=[CH:18][CH:19]=[CH:20][C:15]=3[CH2:14][N:13]3[C:21]([C:24](O)=[O:25])=[CH:22][CH:23]=[C:12]3[CH2:11]2)=[O:9])[CH:5]=[CH:4][C:3]=1[C:27]1[CH:32]=[CH:31][CH:30]=[CH:29][C:28]=1[C:33]([F:36])([F:35])[F:34].[N:37]1[CH:42]=[CH:41][C:40]([N:43]2[CH2:48][CH2:47][NH:46][CH2:45][CH2:44]2)=[CH:39][CH:38]=1.O.ON1C2C=CC=CC=2N=N1.Cl.CN(C)CCCN=C=NCC.C(N(CC)C(C)C)(C)C. Product: [CH3:1][C:2]1[CH:7]=[C:6]([C:8]([N:10]2[C:16]3[CH:17]=[CH:18][CH:19]=[CH:20][C:15]=3[CH2:14][N:13]3[C:21]([C:24]([N:46]4[CH2:47][CH2:48][N:43]([C:40]5[CH:41]=[CH:42][N:37]=[CH:38][CH:39]=5)[CH2:44][CH2:45]4)=[O:25])=[CH:22][CH:23]=[C:12]3[CH2:11]2)=[O:9])[CH:5]=[CH:4][C:3]=1[C:27]1[CH:32]=[CH:31][CH:30]=[CH:29][C:28]=1[C:33]([F:36])([F:35])[F:34]. The catalyst class is: 42. (6) Reactant: [F:1][C:2]1[CH:10]=[CH:9][C:8]2[NH:7][C:6]3[CH:11]=[CH:12][NH:13][C:14](=[O:15])[C:5]=3[C:4]=2[CH:3]=1.[Al].C1C(=O)N([Br:24])C(=O)C1. Product: [Br:24][C:11]1[C:6]2[NH:7][C:8]3[CH:9]=[CH:10][C:2]([F:1])=[CH:3][C:4]=3[C:5]=2[C:14](=[O:15])[NH:13][CH:12]=1. The catalyst class is: 31.